This data is from Reaction yield outcomes from USPTO patents with 853,638 reactions. The task is: Predict the reaction yield, written as a fraction of the theoretical maximum amount of product (1.0 means a 100% yield; for example, 0.34 means a 34% yield). (1) The reactants are [OH:1][C:2]1[CH:16]=[CH:15][CH:14]=[CH:13][C:3]=1[C:4]([C:6]1[CH:11]=[CH:10][CH:9]=[CH:8][C:7]=1[OH:12])=[O:5].CN(C1C=CC=CN=1)C.N1C(C)=CC=CC=1C.[F:34][C:35]([F:48])([F:47])[S:36](O[S:36]([C:35]([F:48])([F:47])[F:34])(=[O:38])=[O:37])(=[O:38])=[O:37]. The catalyst is C(Cl)Cl. The product is [F:34][C:35]([F:48])([F:47])[S:36]([O:1][C:2]1[CH:16]=[CH:15][CH:14]=[CH:13][C:3]=1[C:4]([C:6]1[CH:11]=[CH:10][CH:9]=[CH:8][C:7]=1[O:12][S:36]([C:35]([F:34])([F:47])[F:48])(=[O:37])=[O:38])=[O:5])(=[O:38])=[O:37]. The yield is 0.750. (2) The reactants are [CH2:1]([C@H:8]([NH:30][C:31]1[CH:36]=[CH:35][NH:34][C:33](=[O:37])[C:32]=1[C:38]1[NH:42][C:41]2[CH:43]=[C:44](Br)[CH:45]=[C:46]([CH3:47])[C:40]=2[N:39]=1)[CH2:9][O:10]C(C1C=CC=CC=1)(C1C=CC=CC=1)C1C=CC=CC=1)[C:2]1[CH:7]=[CH:6][CH:5]=[CH:4][CH:3]=1.[NH:49]1[CH2:54][CH2:53][O:52][CH2:51][CH2:50]1.C(P(C(C)(C)C)C(C)(C)C)(C)(C)C.CC(C)([O-])C.[Na+].O1CCOCC1.Cl. The yield is 0.180. The product is [CH2:1]([C@H:8]([NH:30][C:31]1[CH:36]=[CH:35][NH:34][C:33](=[O:37])[C:32]=1[C:38]1[NH:42][C:41]2[CH:43]=[C:44]([N:49]3[CH2:54][CH2:53][O:52][CH2:51][CH2:50]3)[CH:45]=[C:46]([CH3:47])[C:40]=2[N:39]=1)[CH2:9][OH:10])[C:2]1[CH:3]=[CH:4][CH:5]=[CH:6][CH:7]=1. The catalyst is C1(C)C=CC=CC=1.CCOC(C)=O.C([O-])(=O)C.[Pd+2].C([O-])(=O)C.